From a dataset of Peptide-MHC class II binding affinity with 134,281 pairs from IEDB. Regression. Given a peptide amino acid sequence and an MHC pseudo amino acid sequence, predict their binding affinity value. This is MHC class II binding data. (1) The peptide sequence is RCALHWFPGSHLLAC. The MHC is HLA-DQA10301-DQB10302 with pseudo-sequence HLA-DQA10301-DQB10302. The binding affinity (normalized) is 0.0850. (2) The peptide sequence is GELQIVDKRDAAFKI. The MHC is DRB1_1101 with pseudo-sequence DRB1_1101. The binding affinity (normalized) is 0.673.